Dataset: Full USPTO retrosynthesis dataset with 1.9M reactions from patents (1976-2016). Task: Predict the reactants needed to synthesize the given product. (1) Given the product [C:6]([O:9][C:10](=[O:11])[NH:1][CH2:2][CH2:3][OH:4])([CH3:8])([CH3:7])[CH3:5], predict the reactants needed to synthesize it. The reactants are: [NH2:1][CH2:2][CH2:3][OH:4].[CH3:5][C:6]([O:9][C:10](O[C:10]([O:9][C:6]([CH3:8])([CH3:7])[CH3:5])=[O:11])=[O:11])([CH3:8])[CH3:7].CO. (2) Given the product [CH3:22][C:23]([CH3:33])=[CH:24][CH:25]1[CH:27]([C:28]([O:9][CH2:8][C:7]2[C:6]([F:14])=[C:5]([F:15])[C:4]([CH2:3][O:2][CH3:1])=[C:11]([F:12])[C:10]=2[F:13])=[O:29])[C:26]1([CH3:32])[CH3:31], predict the reactants needed to synthesize it. The reactants are: [CH3:1][O:2][CH2:3][C:4]1[C:11]([F:12])=[C:10]([F:13])[C:7]([CH2:8][OH:9])=[C:6]([F:14])[C:5]=1[F:15].N1C=CC=CC=1.[CH3:22][C:23]([CH3:33])=[CH:24][CH:25]1[CH:27]([C:28](Cl)=[O:29])[C:26]1([CH3:32])[CH3:31]. (3) Given the product [Cl:29][Si:28]([Cl:31])([Cl:30])[C:7]1[C:20]2[C:21]3=[C:22]4[C:17](=[CH:18][CH:19]=2)[CH:16]=[CH:15][CH:14]=[C:13]4[CH:12]=[CH:11][C:10]3=[CH:9][CH:8]=1, predict the reactants needed to synthesize it. The reactants are: [Li]CCCC.Br[C:7]1[C:20]2[C:21]3=[C:22]4[C:17](=[CH:18][CH:19]=2)[CH:16]=[CH:15][CH:14]=[C:13]4[CH:12]=[CH:11][C:10]3=[CH:9][CH:8]=1.C1COCC1.[Si:28](Cl)([Cl:31])([Cl:30])[Cl:29]. (4) Given the product [NH2:36][C:37]1[N:45]=[C:44]2[C:40]([N:41]=[CH:42][N:43]2[C@@H:8]2[O:11][C@H:12]([CH2:13][O:14][CH2:15][C:16]3[CH:21]=[CH:20][C:19]([Cl:22])=[CH:18][C:17]=3[Cl:23])[C@@H:6]([O:5][CH2:4][C:3]3[CH:25]=[CH:26][C:27]([Cl:29])=[CH:28][C:2]=3[Cl:1])[C@@:7]2([CH:31]=[CH2:32])[OH:24])=[C:39]([Cl:46])[N:38]=1, predict the reactants needed to synthesize it. The reactants are: [Cl:1][C:2]1[CH:28]=[C:27]([Cl:29])[CH:26]=[CH:25][C:3]=1[CH2:4][O:5][C@@H:6]1[C@@H:12]([CH2:13][O:14][CH2:15][C:16]2[CH:21]=[CH:20][C:19]([Cl:22])=[CH:18][C:17]=2[Cl:23])[O:11][C@H:8](OC)[C@@H:7]1[OH:24].Br.[CH3:31][C:32](O)=O.[Na].[NH2:36][C:37]1[N:45]=[C:44]2[C:40]([N:41]=[CH:42][NH:43]2)=[C:39]([Cl:46])[N:38]=1.[H-].[Na+]. (5) Given the product [N+:30]([C:33]1[CH:39]=[CH:38][C:36]([NH:37][C:11]2([C:27]#[N:28])[CH2:12][CH2:13][N:8]([C:7]3[CH:6]=[CH:5][C:4]([N:16]4[CH2:20][C@H:19]([CH2:21][NH:22][C:23](=[O:25])[CH3:24])[O:18][C:17]4=[O:26])=[CH:3][C:2]=3[F:1])[CH2:9][CH:10]2[CH3:15])=[CH:35][CH:34]=1)([O-:32])=[O:31], predict the reactants needed to synthesize it. The reactants are: [F:1][C:2]1[CH:3]=[C:4]([N:16]2[CH2:20][C@H:19]([CH2:21][NH:22][C:23](=[O:25])[CH3:24])[O:18][C:17]2=[O:26])[CH:5]=[CH:6][C:7]=1[N:8]1[CH2:13][CH2:12][C:11](=O)[CH:10]([CH3:15])[CH2:9]1.[C-:27]#[N:28].[Na+].[N+:30]([C:33]1[CH:39]=[CH:38][C:36]([NH2:37])=[CH:35][CH:34]=1)([O-:32])=[O:31]. (6) Given the product [C:33]([C:32]1[CH:35]=[CH:36][CH:37]=[CH:38][C:31]=1[CH2:30][N:26]1[C:27]2[C:23](=[CH:22][C:21]([NH:20][C:9]3[C:8]4[C:13](=[CH:14][CH:15]=[CH:16][C:7]=4[O:6][C@H:4]([CH3:5])[C:3]([N:2]([CH3:19])[CH3:1])=[O:18])[N:12]=[CH:11][N:10]=3)=[CH:29][CH:28]=2)[CH:24]=[CH:25]1)#[N:34], predict the reactants needed to synthesize it. The reactants are: [CH3:1][N:2]([CH3:19])[C:3](=[O:18])[C@H:4]([O:6][C:7]1[CH:16]=[CH:15][CH:14]=[C:13]2[C:8]=1[C:9](=O)[NH:10][CH:11]=[N:12]2)[CH3:5].[NH2:20][C:21]1[CH:22]=[C:23]2[C:27](=[CH:28][CH:29]=1)[N:26]([CH2:30][C:31]1[CH:38]=[CH:37][CH:36]=[CH:35][C:32]=1[C:33]#[N:34])[CH:25]=[CH:24]2. (7) Given the product [CH2:1]([Si:12]([CH3:17])([CH3:11])[O:13][Si:14]([CH2:1][CH2:2][CH2:3][CH2:4][CH2:5][CH2:6][CH2:7][CH2:8][CH2:9][CH3:10])([CH3:16])[CH3:15])[CH2:2][CH2:3][CH2:4][CH2:5][CH2:6][CH2:7][CH2:8][CH2:9][CH3:10], predict the reactants needed to synthesize it. The reactants are: [CH2:1]=[CH:2][CH2:3][CH2:4][CH2:5][CH2:6][CH2:7][CH2:8][CH2:9][CH3:10].[CH3:11][SiH:12]([CH3:17])[O:13][SiH:14]([CH3:16])[CH3:15]. (8) Given the product [Cl:1][C:2]1[CH:3]=[CH:4][C:5]([S:14]([CH3:18])(=[O:16])=[O:13])=[C:6]([CH:9]=1)[C:7]#[N:8], predict the reactants needed to synthesize it. The reactants are: [Cl:1][C:2]1[CH:3]=[CH:4][C:5](SC)=[C:6]([CH:9]=1)[C:7]#[N:8].O[O:13][S:14]([O-:16])=O.[K+].[C:18](#N)C.